This data is from Full USPTO retrosynthesis dataset with 1.9M reactions from patents (1976-2016). The task is: Predict the reactants needed to synthesize the given product. The reactants are: [F:1][CH2:2][C:3]1[C:8]2[CH:9]=[CH:10][C:11]([O:13][C:14](=[O:18])[N:15]([CH3:17])[CH3:16])=[CH:12][C:7]=2[O:6][C:5](=[O:19])[C:4]=1[CH2:20][C:21]1[CH:26]=[CH:25][CH:24]=[C:23]([N+:27]([O-])=O)[C:22]=1[F:30].O.O.[Sn](Cl)Cl.C(=O)([O-])O.[Na+]. Given the product [NH2:27][C:23]1[C:22]([F:30])=[C:21]([CH:26]=[CH:25][CH:24]=1)[CH2:20][C:4]1[C:5](=[O:19])[O:6][C:7]2[CH:12]=[C:11]([O:13][C:14](=[O:18])[N:15]([CH3:17])[CH3:16])[CH:10]=[CH:9][C:8]=2[C:3]=1[CH2:2][F:1], predict the reactants needed to synthesize it.